This data is from Forward reaction prediction with 1.9M reactions from USPTO patents (1976-2016). The task is: Predict the product of the given reaction. (1) The product is: [Br:15][C:4]1[C:5]2[NH:1][C:6](=[O:14])[C:7](=[O:8])[NH:9][C:13]=2[CH:12]=[CH:2][N:3]=1. Given the reactants [N:1]1([C:6](=[O:14])[C:7]([N:9]2[CH:13]=[CH:12]N=C2)=[O:8])[CH:5]=[CH:4][N:3]=[CH:2]1.[Br:15]C1C(N)=C(N)C=CN=1, predict the reaction product. (2) The product is: [O:14]1[C:15]2[CH:21]=[CH:20][CH:19]=[CH:18][C:16]=2[N:17]=[C:13]1[NH:12][C:9](=[O:11])[CH2:8][C:5]1[CH:4]=[CH:3][N:2]=[CH:7][CH:6]=1. Given the reactants Cl.[N:2]1[CH:7]=[CH:6][C:5]([CH2:8][C:9]([OH:11])=O)=[CH:4][CH:3]=1.[NH2:12][C:13]1[O:14][C:15]2[CH:21]=[CH:20][CH:19]=[CH:18][C:16]=2[N:17]=1.CCN=C=NCCCN(C)C.Cl, predict the reaction product. (3) Given the reactants C[O:2][C:3]1[CH:8]=[CH:7][C:6]([N:9]2[C:17]3[C:12](=[C:13]([O:18]CC4C=CC=CC=4)[CH:14]=[CH:15][CH:16]=3)[CH:11]=[N:10]2)=[CH:5][CH:4]=1.B(Br)(Br)Br, predict the reaction product. The product is: [OH:2][C:3]1[CH:4]=[CH:5][C:6]([N:9]2[C:17]3[CH:16]=[CH:15][CH:14]=[C:13]([OH:18])[C:12]=3[CH:11]=[N:10]2)=[CH:7][CH:8]=1. (4) Given the reactants [F:1][C:2]([F:24])([F:23])[C:3]1[CH:4]=[C:5]([C:13]2[N:17]=[CH:16][N:15](/[CH:18]=[CH:19]/[C:20](O)=[O:21])[N:14]=2)[CH:6]=[C:7]([C:9]([F:12])([F:11])[F:10])[CH:8]=1.[NH:25]([C:27]1[CH:32]=[N:31][CH:30]=[CH:29][N:28]=1)[NH2:26].C(P1(=O)OP(CCC)(=O)OP(CCC)(=O)O1)CC.CCN(C(C)C)C(C)C, predict the reaction product. The product is: [F:1][C:2]([F:24])([F:23])[C:3]1[CH:4]=[C:5]([C:13]2[N:17]=[CH:16][N:15](/[CH:18]=[CH:19]/[C:20]([N:25]([C:27]3[CH:32]=[N:31][CH:30]=[CH:29][N:28]=3)[NH2:26])=[O:21])[N:14]=2)[CH:6]=[C:7]([C:9]([F:11])([F:12])[F:10])[CH:8]=1. (5) Given the reactants [N:1]([C:4]1[CH:9]=[C:8]([NH:10][CH:11]2[CH2:13][CH2:12]2)[N:7]2[N:14]=[CH:15][C:16]([CH:17]=[O:18])=[C:6]2[N:5]=1)=[N+]=[N-], predict the reaction product. The product is: [NH2:1][C:4]1[CH:9]=[C:8]([NH:10][CH:11]2[CH2:13][CH2:12]2)[N:7]2[N:14]=[CH:15][C:16]([CH:17]=[O:18])=[C:6]2[N:5]=1. (6) Given the reactants [CH2:1]([CH:3]1[N:12]2[C:7](=[CH:8][C:9](=[O:18])[C:10]([C:13]([O:15][CH2:16][CH3:17])=[O:14])=[CH:11]2)[C:6]2[CH:19]=[C:20]([O:24][CH3:25])[C:21]([OH:23])=[CH:22][C:5]=2[CH2:4]1)[CH3:2].Br[CH:27]([CH3:29])[CH3:28].C([O-])([O-])=O.[K+].[K+].O, predict the reaction product. The product is: [CH2:1]([CH:3]1[N:12]2[C:7](=[CH:8][C:9](=[O:18])[C:10]([C:13]([O:15][CH2:16][CH3:17])=[O:14])=[CH:11]2)[C:6]2[CH:19]=[C:20]([O:24][CH3:25])[C:21]([O:23][CH:27]([CH3:29])[CH3:28])=[CH:22][C:5]=2[CH2:4]1)[CH3:2]. (7) The product is: [CH:1]1([CH2:4][NH:5][CH2:6][C:7]2[CH:12]=[C:11]([C:23]3[CH:24]=[C:25]4[C:29](=[C:30]([C:32]([NH2:34])=[O:33])[CH:31]=3)[NH:28][CH:27]=[C:26]4[CH:35]3[CH2:36][CH2:37][N:38]([S:41]([CH2:44][CH3:45])(=[O:42])=[O:43])[CH2:39][CH2:40]3)[CH:10]=[N:9][CH:8]=2)[CH2:2][CH2:3]1. Given the reactants [CH:1]1([CH2:4][NH:5][CH2:6][C:7]2[CH:8]=[N:9][CH:10]=[C:11](B3OC(C)(C)C(C)(C)O3)[CH:12]=2)[CH2:3][CH2:2]1.Br[C:23]1[CH:24]=[C:25]2[C:29](=[C:30]([C:32]([NH2:34])=[O:33])[CH:31]=1)[NH:28][CH:27]=[C:26]2[CH:35]1[CH2:40][CH2:39][N:38]([S:41]([CH2:44][CH3:45])(=[O:43])=[O:42])[CH2:37][CH2:36]1.O1CCOCC1.C(=O)([O-])[O-].[K+].[K+], predict the reaction product. (8) Given the reactants [Br:1][C:2]1[CH:10]=[CH:9][CH:8]=[C:7]([F:11])[C:3]=1[C:4](O)=[O:5].BrC1C=CC(Cl)=CC=1[CH2:20][O:21][CH2:22]OC, predict the reaction product. The product is: [Br:1][C:2]1[CH:10]=[CH:9][CH:8]=[C:7]([F:11])[C:3]=1[CH2:4][O:5][CH2:20][O:21][CH3:22].